From a dataset of CYP2C9 inhibition data for predicting drug metabolism from PubChem BioAssay. Regression/Classification. Given a drug SMILES string, predict its absorption, distribution, metabolism, or excretion properties. Task type varies by dataset: regression for continuous measurements (e.g., permeability, clearance, half-life) or binary classification for categorical outcomes (e.g., BBB penetration, CYP inhibition). Dataset: cyp2c9_veith. (1) The drug is CSc1nc(Oc2ccc(=O)[nH]n2)nc(N(C)C)n1. The result is 0 (non-inhibitor). (2) The molecule is Cc1nc2c(O)cccc2c(=O)[nH]1. The result is 1 (inhibitor).